Dataset: Forward reaction prediction with 1.9M reactions from USPTO patents (1976-2016). Task: Predict the product of the given reaction. Given the reactants [F:1][C:2]([F:18])([C:12]1[CH:17]=[CH:16][CH:15]=[CH:14][CH:13]=1)[C:3](=[O:11])[CH2:4]P(=O)(OC)OC.O.[OH-].[Li+].[C:22]([O:25][C@@H:26]1[C@H:30]([CH2:31][CH2:32][CH2:33][CH2:34][CH2:35][CH2:36][C:37]([O:39][CH3:40])=[O:38])[C@@H:29]([CH:41]=O)[C@H:28]([O:43][CH:44]2[CH2:49][CH2:48][CH2:47][CH2:46][O:45]2)[CH2:27]1)(=[O:24])[CH3:23], predict the reaction product. The product is: [C:22]([O:25][C@@H:26]1[C@H:30]([CH2:31][CH2:32][CH2:33][CH2:34][CH2:35][CH2:36][C:37]([O:39][CH3:40])=[O:38])[C@@H:29](/[CH:41]=[CH:4]/[C:3](=[O:11])[C:2]([F:1])([F:18])[C:12]2[CH:13]=[CH:14][CH:15]=[CH:16][CH:17]=2)[C@H:28]([O:43][CH:44]2[CH2:49][CH2:48][CH2:47][CH2:46][O:45]2)[CH2:27]1)(=[O:24])[CH3:23].